Dataset: Reaction yield outcomes from USPTO patents with 853,638 reactions. Task: Predict the reaction yield, written as a fraction of the theoretical maximum amount of product (1.0 means a 100% yield; for example, 0.34 means a 34% yield). The reactants are [CH:1](O)=O.[CH2:4]([O:16][C:17]1[CH:23]=[CH:22][C:20]([NH2:21])=[C:19]([N+:24]([O-])=O)[CH:18]=1)[CH2:5][CH2:6][CH2:7][CH2:8][CH2:9][CH2:10][CH2:11][CH2:12][CH2:13][CH2:14][CH3:15].[Cl-].[NH4+]. The catalyst is C(O)(C)C.[Fe]. The product is [CH2:4]([O:16][C:17]1[CH:23]=[CH:22][C:20]2[NH:21][CH:1]=[N:24][C:19]=2[CH:18]=1)[CH2:5][CH2:6][CH2:7][CH2:8][CH2:9][CH2:10][CH2:11][CH2:12][CH2:13][CH2:14][CH3:15]. The yield is 0.810.